From a dataset of Forward reaction prediction with 1.9M reactions from USPTO patents (1976-2016). Predict the product of the given reaction. (1) Given the reactants [CH:1]([O:4][CH2:5][CH2:6][NH2:7])([CH3:3])[CH3:2].C(N(CC)CC)C.[C:15](Cl)(=[O:19])[CH:16]([CH3:18])[CH3:17], predict the reaction product. The product is: [CH:1]([O:4][CH2:5][CH2:6][NH:7][C:15](=[O:19])[CH:16]([CH3:18])[CH3:17])([CH3:3])[CH3:2]. (2) Given the reactants [Br:1][C:2]1[CH:3]=[C:4]2C(=[C:9]([C:11]([OH:13])=[O:12])[CH:10]=1)NC=[C:5]2[CH:14]([CH3:16])[CH3:15].I[CH3:18].[H-].[Na+].[CH3:21][N:22]([CH:24]=O)[CH3:23], predict the reaction product. The product is: [Br:1][C:2]1[CH:3]=[C:4]2[C:23](=[C:9]([C:11]([O:13][CH3:18])=[O:12])[CH:10]=1)[N:22]([CH3:21])[CH:24]=[C:5]2[CH:14]([CH3:16])[CH3:15]. (3) The product is: [Cl:24][C:25]1[CH:26]=[C:27]([S:32]([NH:1][C:2]2[CH:7]=[N:6][CH:5]=[C:4]([C:8]3[S:12][C:11]([C:13]4[CH:14]=[C:15]5[C:19](=[CH:20][CH:21]=4)[C:18](=[O:22])[N:17]([CH3:23])[CH2:16]5)=[CH:10][CH:9]=3)[CH:3]=2)(=[O:33])=[O:34])[CH:28]=[CH:29][C:30]=1[Cl:31]. Given the reactants [NH2:1][C:2]1[CH:3]=[C:4]([C:8]2[S:12][C:11]([C:13]3[CH:14]=[C:15]4[C:19](=[CH:20][CH:21]=3)[C:18](=[O:22])[N:17]([CH3:23])[CH2:16]4)=[CH:10][CH:9]=2)[CH:5]=[N:6][CH:7]=1.[Cl:24][C:25]1[CH:26]=[C:27]([S:32](Cl)(=[O:34])=[O:33])[CH:28]=[CH:29][C:30]=1[Cl:31], predict the reaction product. (4) Given the reactants [Cl:1][C:2]1[CH:3]=[CH:4][C:5]([O:14][CH2:15][CH2:16][N:17]2[CH2:22][CH2:21][CH2:20][CH2:19][CH2:18]2)=[C:6]2[C:11]=1[NH:10][C:9](=O)[C:8]([CH3:13])=[CH:7]2.O=P(Cl)(Cl)[Cl:25].[Cl-].C([NH+](CC)CC)C, predict the reaction product. The product is: [Cl:25][C:9]1[C:8]([CH3:13])=[CH:7][C:6]2[C:11](=[C:2]([Cl:1])[CH:3]=[CH:4][C:5]=2[O:14][CH2:15][CH2:16][N:17]2[CH2:22][CH2:21][CH2:20][CH2:19][CH2:18]2)[N:10]=1. (5) Given the reactants [Cl:1][C:2]1[CH:3]=[C:4]([CH:17]=[CH:18][C:19]=1[S:20][C:21]1[N:22]([CH3:26])[CH:23]=[CH:24][N:25]=1)[NH:5][C:6]1[C:15]2[C:10](=[CH:11][CH:12]=[CH:13][C:14]=2F)[N:9]=[CH:8][N:7]=1.[CH3:27][N:28]([CH3:32])[CH2:29][CH2:30][OH:31].[H-].[Na+].O1CCOCC1, predict the reaction product. The product is: [Cl:1][C:2]1[CH:3]=[C:4]([CH:17]=[CH:18][C:19]=1[S:20][C:21]1[N:22]([CH3:26])[CH:23]=[CH:24][N:25]=1)[NH:5][C:6]1[C:15]2[C:10](=[CH:11][CH:12]=[CH:13][C:14]=2[O:31][CH2:30][CH2:29][N:28]([CH3:32])[CH3:27])[N:9]=[CH:8][N:7]=1. (6) Given the reactants [N:1]1[C:10]2[C:5](=[CH:6][CH:7]=[CH:8][CH:9]=2)[CH:4]=[C:3]([CH2:11][C:12]#N)[CH:2]=1.[Cl:14][C:15]1[CH:16]=[C:17]([N+:23]([O-:25])=[O:24])[CH:18]=[C:19]([Cl:22])C=1Cl.[H-].[Na+], predict the reaction product. The product is: [Cl:14][C:15]1[CH:16]=[C:17]([N+:23]([O-:25])=[O:24])[CH:18]=[C:19]([Cl:22])[C:12]=1[CH2:11][C:3]1[CH:2]=[N:1][C:10]2[C:5]([CH:4]=1)=[CH:6][CH:7]=[CH:8][CH:9]=2.